From a dataset of Full USPTO retrosynthesis dataset with 1.9M reactions from patents (1976-2016). Predict the reactants needed to synthesize the given product. (1) Given the product [Cl:28][C:23]1[CH:24]=[CH:25][CH:26]=[CH:27][C:22]=1[NH:21][C:5]1[C:6]([F:20])=[C:7]([F:19])[CH:8]=[C:9]2[C:4]=1[C:12](=[O:13])[NH:11][NH:10]2, predict the reactants needed to synthesize it. The reactants are: COC(=O)[C:4]1[C:9]([NH:10][NH:11][C:12](OC(C)(C)C)=[O:13])=[CH:8][C:7]([F:19])=[C:6]([F:20])[C:5]=1[NH:21][C:22]1[CH:27]=[CH:26][CH:25]=[CH:24][C:23]=1[Cl:28].C(O)(C(F)(F)F)=O. (2) The reactants are: [F-].[Cs+].[O:3]1[CH2:8][CH2:7][CH2:6][O:5][CH:4]1[C:9]1[CH:14]=[CH:13][C:12]([C:15]2[S:16][C:17]3[C:22]([N:23]=2)=[CH:21][CH:20]=[C:19](Cl)[N:18]=3)=[C:11]([F:25])[CH:10]=1.[CH2:26]([O:33][C:34]1[CH:39]=[CH:38][C:37]([C:40]([Sn](CCCC)(CCCC)CCCC)=[CH2:41])=[CH:36][CH:35]=1)[C:27]1[CH:32]=[CH:31][CH:30]=[CH:29][CH:28]=1. Given the product [O:3]1[CH2:8][CH2:7][CH2:6][O:5][CH:4]1[C:9]1[CH:14]=[CH:13][C:12]([C:15]2[S:16][C:17]3[C:22]([N:23]=2)=[CH:21][CH:20]=[C:19]([C:40]([C:37]2[CH:38]=[CH:39][C:34]([O:33][CH2:26][C:27]4[CH:32]=[CH:31][CH:30]=[CH:29][CH:28]=4)=[CH:35][CH:36]=2)=[CH2:41])[N:18]=3)=[C:11]([F:25])[CH:10]=1, predict the reactants needed to synthesize it. (3) Given the product [CH2:1]([O:3][C:4](=[O:47])[C:5]1[CH:10]=[CH:9][CH:8]=[C:7]([C:11]2[C:20]3[CH2:21][N:22]([CH2:25][C:26]4[CH:27]=[CH:28][C:29]([F:32])=[CH:30][CH:31]=4)[C:23](=[O:24])[C:19]=3[C:18]([OH:33])=[C:17]3[C:12]=2[CH:13]=[CH:14][CH:15]=[N:16]3)[CH:6]=1)[CH3:2].[C:50]([OH:52])([C:49]([F:54])([F:53])[F:48])=[O:51], predict the reactants needed to synthesize it. The reactants are: [CH2:1]([O:3][C:4](=[O:47])[C:5]1[CH:10]=[CH:9][CH:8]=[C:7]([C:11]2[C:20]3[CH2:21][N:22]([CH2:25][C:26]4[CH:31]=[CH:30][C:29]([F:32])=[CH:28][CH:27]=4)[C:23](=[O:24])[C:19]=3[C:18]([O:33]C(C3C=CC=CC=3)C3C=CC=CC=3)=[C:17]3[C:12]=2[CH:13]=[CH:14][CH:15]=[N:16]3)[CH:6]=1)[CH3:2].[F:48][C:49]([F:54])([F:53])[C:50]([OH:52])=[O:51].C([SiH](CC)CC)C. (4) Given the product [S:1]1[CH2:2][CH2:3][CH:4]([C:7]2[CH:8]=[CH:9][C:10]([NH2:13])=[N:11][CH:12]=2)[CH2:5][CH2:6]1, predict the reactants needed to synthesize it. The reactants are: [S:1]1[CH2:6][CH:5]=[C:4]([C:7]2[CH:8]=[CH:9][C:10]([NH2:13])=[N:11][CH:12]=2)[CH2:3][CH2:2]1. (5) Given the product [F:16][C:15]([F:18])([F:17])[C:14]1[C:9]([C:7]2[CH:6]=[N:5][N:4]3[CH:19]=[N:2][N:1]=[C:3]3[CH:8]=2)=[N:10][CH:11]=[CH:12][CH:13]=1, predict the reactants needed to synthesize it. The reactants are: [NH:1]([C:3]1[N:4]=[N:5][CH:6]=[C:7]([C:9]2[C:14]([C:15]([F:18])([F:17])[F:16])=[CH:13][CH:12]=[CH:11][N:10]=2)[CH:8]=1)[NH2:2].[CH:19](O)=O. (6) Given the product [CH2:34]([O:33][C:31](=[O:32])[C:30]([N:18]([CH2:17][C:16]1[CH:15]=[CH:14][C:13]([CH2:1][CH2:2][CH2:3][CH2:4][CH2:5][CH2:6][CH2:7][CH2:8][CH2:9][CH2:10][CH2:11][CH3:12])=[CH:38][CH:37]=1)[CH2:19][C:20]1[CH:25]=[CH:24][C:23]([C:26]([F:27])([F:28])[F:29])=[CH:22][CH:21]=1)=[O:36])[CH3:35], predict the reactants needed to synthesize it. The reactants are: [C:1]([C:13]1[CH:38]=[CH:37][C:16]([CH2:17][N:18]([C:30](=[O:36])[C:31]([O:33][CH2:34][CH3:35])=[O:32])[CH2:19][C:20]2[CH:25]=[CH:24][C:23]([C:26]([F:29])([F:28])[F:27])=[CH:22][CH:21]=2)=[CH:15][CH:14]=1)#[C:2][CH2:3][CH2:4][CH2:5][CH2:6][CH2:7][CH2:8][CH2:9][CH2:10][CH2:11][CH3:12]. (7) Given the product [OH:13][C:12]1[CH:14]=[CH:15][CH:16]=[CH:17][C:11]=1[C:10]1[O:8][C:7]2[CH:6]=[CH:5][C:4]([CH3:9])=[CH:3][C:2]=2[N:1]=1, predict the reactants needed to synthesize it. The reactants are: [NH2:1][C:2]1[C:7]([OH:8])=[CH:6][CH:5]=[C:4]([CH3:9])[CH:3]=1.[C:10](OC1C=CC=CC=1)(=O)[C:11]1[C:12](=[CH:14][CH:15]=[CH:16][CH:17]=1)[OH:13].